Dataset: Full USPTO retrosynthesis dataset with 1.9M reactions from patents (1976-2016). Task: Predict the reactants needed to synthesize the given product. (1) Given the product [C:37]([OH:44])(=[O:43])/[CH:38]=[CH:39]/[C:40]([OH:42])=[O:41].[O:1]1[CH2:2][CH2:3][N:4]([C:7]2[CH:8]=[C:9]([NH:19][C:20]3[N:25]=[C:24]([N:26]([CH3:36])[C:27]4[CH:28]=[C:29]([CH2:34][OH:35])[CH:30]=[CH:31][C:32]=4[CH3:33])[CH:23]=[CH:22][N:21]=3)[CH:10]=[C:11]([N:13]3[CH2:14][CH2:15][O:16][CH2:17][CH2:18]3)[CH:12]=2)[CH2:5][CH2:6]1, predict the reactants needed to synthesize it. The reactants are: [O:1]1[CH2:6][CH2:5][N:4]([C:7]2[CH:8]=[C:9]([NH:19][C:20]3[N:25]=[C:24]([N:26]([CH3:36])[C:27]4[CH:28]=[C:29]([CH2:34][OH:35])[CH:30]=[CH:31][C:32]=4[CH3:33])[CH:23]=[CH:22][N:21]=3)[CH:10]=[C:11]([N:13]3[CH2:18][CH2:17][O:16][CH2:15][CH2:14]3)[CH:12]=2)[CH2:3][CH2:2]1.[C:37]([OH:44])(=[O:43])/[CH:38]=[CH:39]/[C:40]([OH:42])=[O:41].O1CCN(C2C=C(NC3N=C(N(C)C4C=C(CO)C=CC=4C)C=CN=3)C=C(N3CCOCC3)C=2)CC1.C(#N)C. (2) Given the product [CH3:36][C:6]1([CH3:37])[C:7]2[C:12](=[CH:11][C:10]([NH:13][C:14](=[O:35])[C:15]3[CH:20]=[CH:19][C:18]([F:21])=[C:17]([NH:22][C:23]4[C:28]([C:29]5[CH:34]=[CH:33][N:32]=[CH:31][N:30]=5)=[CH:27][CH:26]=[CH:25][N:24]=4)[CH:16]=3)=[CH:9][CH:8]=2)[NH:4][CH2:5]1, predict the reactants needed to synthesize it. The reactants are: C([N:4]1[C:12]2[C:7](=[CH:8][CH:9]=[C:10]([NH:13][C:14](=[O:35])[C:15]3[CH:20]=[CH:19][C:18]([F:21])=[C:17]([NH:22][C:23]4[C:28]([C:29]5[CH:34]=[CH:33][N:32]=[CH:31][N:30]=5)=[CH:27][CH:26]=[CH:25][N:24]=4)[CH:16]=3)[CH:11]=2)[C:6]([CH3:37])([CH3:36])[CH2:5]1)(=O)C. (3) Given the product [CH:1]1([NH:4][C:27]([C:26]2[CH:25]=[CH:24][C:23]([CH2:22][NH:21][C:19](=[O:20])[O:18][C:15]([CH3:16])([CH3:14])[CH3:17])=[CH:31][CH:30]=2)=[O:28])[CH2:3][CH2:2]1, predict the reactants needed to synthesize it. The reactants are: [CH:1]1([NH2:4])[CH2:3][CH2:2]1.C(N(C(C)C)CC)(C)C.[CH3:14][C:15]([O:18][C:19]([NH:21][CH2:22][C:23]1[CH:31]=[CH:30][C:26]([C:27](O)=[O:28])=[CH:25][CH:24]=1)=[O:20])([CH3:17])[CH3:16].C(Cl)CCl.C1C=CC2N(O)N=NC=2C=1. (4) Given the product [CH:1]1([CH2:5][CH2:6][CH2:7][NH:8][C:9]([C:11]2[N:12]=[N:13][C:14]([N:21]3[CH2:22][CH2:23][N:18]([C:24](=[O:25])[C:26]4[CH:31]=[CH:30][CH:29]=[CH:28][C:27]=4[C:32]([F:35])([F:33])[F:34])[CH2:19][CH2:20]3)=[CH:15][CH:16]=2)=[O:10])[CH2:4][CH2:3][CH2:2]1, predict the reactants needed to synthesize it. The reactants are: [CH:1]1([CH2:5][CH2:6][CH2:7][NH:8][C:9]([C:11]2[N:12]=[N:13][C:14](Cl)=[CH:15][CH:16]=2)=[O:10])[CH2:4][CH2:3][CH2:2]1.[N:18]1([C:24]([C:26]2[CH:31]=[CH:30][CH:29]=[CH:28][C:27]=2[C:32]([F:35])([F:34])[F:33])=[O:25])[CH2:23][CH2:22][NH:21][CH2:20][CH2:19]1. (5) Given the product [F:38][C:37]([F:40])([F:39])[C:35]([OH:41])=[O:36].[NH2:7][C@@H:8]1[CH2:17][C@H:11]2[CH2:12][N:13]([C:15]([NH2:16])=[O:36])[CH2:14][C@@:10]2([C:18]([N:20]2[CH2:29][CH2:28][C:27]3[N:26]=[CH:25][C:24]([C:30]([F:31])([F:33])[F:32])=[CH:23][C:22]=3[CH2:21]2)=[O:19])[CH2:9]1, predict the reactants needed to synthesize it. The reactants are: C(OC(=O)[NH:7][C@@H:8]1[CH2:17][C@H:11]2[CH2:12][N:13]([C:15]#[N:16])[CH2:14][C@@:10]2([C:18]([N:20]2[CH2:29][CH2:28][C:27]3[N:26]=[CH:25][C:24]([C:30]([F:33])([F:32])[F:31])=[CH:23][C:22]=3[CH2:21]2)=[O:19])[CH2:9]1)(C)(C)C.[C:35]([OH:41])([C:37]([F:40])([F:39])[F:38])=[O:36]. (6) Given the product [CH3:19][N:16]1[CH2:17][CH2:18][CH:13]([O:12][CH:9]2[C:8]3[CH:20]=[CH:21][CH:22]=[CH:23][C:7]=3[CH2:6][CH2:5][N:4]3[C:10]2=[N:11][C:2]([C:29]2[S:28][C:27]([CH3:43])=[CH:26][CH:25]=2)=[CH:3]3)[CH2:14][CH2:15]1, predict the reactants needed to synthesize it. The reactants are: I[C:2]1[N:11]=[C:10]2[N:4]([CH2:5][CH2:6][C:7]3[CH:23]=[CH:22][CH:21]=[CH:20][C:8]=3[CH:9]2[O:12][CH:13]2[CH2:18][CH2:17][N:16]([CH3:19])[CH2:15][CH2:14]2)[CH:3]=1.C[C:25]1[CH:26]=[C:27](B2OC(C)(C)C(C)(C)O2)[S:28][CH:29]=1.[F-].[Cs+].N.O1CCOC[CH2:43]1. (7) Given the product [NH2:1][C:2]1[N:3]([CH3:24])[C:4](=[O:23])[C:5]2([C:15]3[C:10](=[CH:11][CH:12]=[C:13]([C:27]4[CH:28]=[C:29]([CH:30]=[CH:31][C:26]=4[Cl:25])[C:32]#[N:33])[CH:14]=3)[O:9][CH:8]([C:17]3[CH:22]=[CH:21][CH:20]=[CH:19][CH:18]=3)[CH2:7]2)[N:6]=1, predict the reactants needed to synthesize it. The reactants are: [NH2:1][C:2]1[N:3]([CH3:24])[C:4](=[O:23])[C:5]2([C:15]3[C:10](=[CH:11][CH:12]=[C:13](Br)[CH:14]=3)[O:9][CH:8]([C:17]3[CH:22]=[CH:21][CH:20]=[CH:19][CH:18]=3)[CH2:7]2)[N:6]=1.[Cl:25][C:26]1[CH:31]=[CH:30][C:29]([C:32]#[N:33])=[CH:28][C:27]=1B(O)O. (8) Given the product [Cl:1][C:2]1[CH:7]=[CH:6][C:5]2[N:4]([C:9]([CH3:10])=[N:12][N:13]=2)[N:3]=1, predict the reactants needed to synthesize it. The reactants are: [Cl:1][C:2]1[N:3]=[N:4][C:5](Cl)=[CH:6][CH:7]=1.[C:9]([NH:12][NH2:13])(=O)[CH3:10]. (9) Given the product [CH2:1]([O:8][C:9]1[CH:14]=[C:13]([O:15][CH2:16][CH2:17][O:18][CH3:19])[CH:12]=[CH:11][C:10]=1[CH2:20][CH2:21][OH:22])[C:2]1[CH:3]=[CH:4][CH:5]=[CH:6][CH:7]=1, predict the reactants needed to synthesize it. The reactants are: [CH2:1]([O:8][C:9]1[CH:14]=[C:13]([O:15][CH2:16][CH2:17][O:18][CH3:19])[CH:12]=[CH:11][C:10]=1[CH2:20][CH:21]=[O:22])[C:2]1[CH:7]=[CH:6][CH:5]=[CH:4][CH:3]=1.[BH4-].[Na+].Cl. (10) Given the product [C:20]([O:19][C:17]([N:13]1[CH2:12][C@H:11]([CH:24]([OH:30])[C:25]2[S:26][CH:27]=[CH:28][N:29]=2)[NH:10][CH2:15][C@H:14]1[CH3:16])=[O:18])([CH3:23])([CH3:21])[CH3:22], predict the reactants needed to synthesize it. The reactants are: [H-].[Na+].C(OC([N:10]1[CH2:15][C@@H:14]([CH3:16])[N:13]([C:17]([O:19][C:20]([CH3:23])([CH3:22])[CH3:21])=[O:18])[CH2:12][C@@H:11]1[CH:24]([OH:30])[C:25]1[S:26][CH:27]=[CH:28][N:29]=1)=O)(C)(C)C.[Cl-].[NH4+].